Dataset: Forward reaction prediction with 1.9M reactions from USPTO patents (1976-2016). Task: Predict the product of the given reaction. (1) The product is: [F:1][C:2]1[C:10]2[C:5](=[CH:6][CH:7]=[C:8]([CH:11]3[CH2:16][CH2:15][N:14]([CH2:17][CH2:18][NH:19][CH3:20])[CH2:13][CH2:12]3)[CH:9]=2)[NH:4][C:3]=1[C:28]1[CH:33]=[CH:32][CH:31]=[CH:30][C:29]=1[NH:34][S:35]([CH3:38])(=[O:37])=[O:36]. Given the reactants [F:1][C:2]1[C:10]2[C:5](=[CH:6][CH:7]=[C:8]([CH:11]3[CH2:16][CH2:15][N:14]([CH2:17][CH2:18][N:19](C)[C:20](=O)OC(C)(C)C)[CH2:13][CH2:12]3)[CH:9]=2)[NH:4][C:3]=1[C:28]1[CH:33]=[CH:32][CH:31]=[CH:30][C:29]=1[NH:34][S:35]([CH3:38])(=[O:37])=[O:36].C(O)(C(F)(F)F)=O, predict the reaction product. (2) Given the reactants [CH3:1][C:2]1[CH:3]=[CH:4][C:5]2[O:9][C:8](=[O:10])[NH:7][C:6]=2[CH:11]=1.[N+:12]([O-])(O)=O, predict the reaction product. The product is: [NH2:12][C:3]1[C:2]([CH3:1])=[CH:11][C:6]2[NH:7][C:8](=[O:10])[O:9][C:5]=2[CH:4]=1. (3) Given the reactants [C:1]([CH:5]1[CH2:14][CH2:13][C:12]2[N:11]=[C:10]3[S:15][C:16]([NH2:18])=[N:17][C:9]3=[CH:8][C:7]=2[CH2:6]1)([CH3:4])([CH3:3])[CH3:2].C(N(CC)CC)C.[C:26](Cl)(=[O:28])[CH3:27], predict the reaction product. The product is: [C:1]([CH:5]1[CH2:14][CH2:13][C:12]2[N:11]=[C:10]3[S:15][C:16]([NH:18][C:26](=[O:28])[CH3:27])=[N:17][C:9]3=[CH:8][C:7]=2[CH2:6]1)([CH3:4])([CH3:2])[CH3:3].